Dataset: Reaction yield outcomes from USPTO patents with 853,638 reactions. Task: Predict the reaction yield, written as a fraction of the theoretical maximum amount of product (1.0 means a 100% yield; for example, 0.34 means a 34% yield). The reactants are C[Si]([N-][Si](C)(C)C)(C)C.[Li+].[Cl:11][C:12]1[N:17]=[C:16]([CH3:18])[CH:15]=[CH:14][N:13]=1.[C:19]([C:21]1[CH:22]=[C:23]([CH:30]=[CH:31][CH:32]=1)[C:24]([N:26]([CH3:29])OC)=O)#[N:20]. The catalyst is C1COCC1. The product is [Cl:11][C:12]1[N:17]=[C:16]([C:18]2[N:13]3[CH:14]=[CH:15][CH:16]=[CH:18][C:29]3=[N:26][C:24]=2[C:23]2[CH:22]=[C:21]([CH:32]=[CH:31][CH:30]=2)[C:19]#[N:20])[CH:15]=[CH:14][N:13]=1. The yield is 0.250.